Dataset: Forward reaction prediction with 1.9M reactions from USPTO patents (1976-2016). Task: Predict the product of the given reaction. The product is: [CH3:1][O:2][C:3]([C:5]1[CH:14]=[CH:13][C:12]2[C:7](=[CH:8][C:9]([C:15]([C:18]3[CH:23]=[CH:22][C:21]([O:24][CH2:29][C:30](=[O:35])[C:31]([CH3:34])([CH3:33])[CH3:32])=[C:20]([CH3:25])[CH:19]=3)([CH2:26][CH3:27])[CH2:16][CH3:17])=[CH:10][CH:11]=2)[CH:6]=1)=[O:4]. Given the reactants [CH3:1][O:2][C:3]([C:5]1[CH:14]=[CH:13][C:12]2[C:7](=[CH:8][C:9]([C:15]([CH2:26][CH3:27])([C:18]3[CH:23]=[CH:22][C:21]([OH:24])=[C:20]([CH3:25])[CH:19]=3)[CH2:16][CH3:17])=[CH:10][CH:11]=2)[CH:6]=1)=[O:4].Br[CH2:29][C:30](=[O:35])[C:31]([CH3:34])([CH3:33])[CH3:32].C(=O)([O-])[O-].[K+].[K+], predict the reaction product.